From a dataset of Reaction yield outcomes from USPTO patents with 853,638 reactions. Predict the reaction yield, written as a fraction of the theoretical maximum amount of product (1.0 means a 100% yield; for example, 0.34 means a 34% yield). (1) The reactants are [N+:1]([C:4]1[CH:10]=[C:9]([N+:11]([O-:13])=[O:12])[CH:8]=[CH:7][C:5]=1[NH2:6])([O-:3])=[O:2].[I:14]I.C(Cl)(Cl)Cl. The catalyst is CC(O)=O.CCOC(C)=O.[Hg](OC(C)=O)OC(C)=O. The product is [N+:1]([C:4]1[CH:10]=[C:9]([N+:11]([O-:13])=[O:12])[CH:8]=[C:7]([I:14])[C:5]=1[NH2:6])([O-:3])=[O:2]. The yield is 0.810. (2) The reactants are CS(O[CH2:6][C@@H:7]1[O:11][C:10](=[O:12])[N:9]([C:13]2[CH:18]=[CH:17][C:16]([N:19]3[CH2:24][CH2:23][O:22][CH2:21][C:20]3=[O:25])=[CH:15][CH:14]=2)[CH2:8]1)(=O)=O.[C:26]([NH2:30])([CH3:29])([CH3:28])[CH3:27]. The catalyst is C(O)(C)C. The product is [C:26]([NH:30][CH2:6][C@@H:7]1[O:11][C:10](=[O:12])[N:9]([C:13]2[CH:18]=[CH:17][C:16]([N:19]3[CH2:24][CH2:23][O:22][CH2:21][C:20]3=[O:25])=[CH:15][CH:14]=2)[CH2:8]1)([CH3:29])([CH3:28])[CH3:27]. The yield is 0.830.